This data is from Full USPTO retrosynthesis dataset with 1.9M reactions from patents (1976-2016). The task is: Predict the reactants needed to synthesize the given product. Given the product [Cl:9][C:10]1[CH:15]=[CH:14][CH:13]=[CH:12][C:11]=1[CH:16]1[CH2:21][CH2:20][CH2:19][N:18]([CH2:22][C:24]2[CH:39]=[CH:38][C:27]([O:28][C:29]3[CH:37]=[CH:36][C:32]([C:33]([NH2:35])=[O:34])=[CH:31][N:30]=3)=[CH:26][CH:25]=2)[CH2:17]1, predict the reactants needed to synthesize it. The reactants are: C(O)(=O)/C=C/C(O)=O.[Cl:9][C:10]1[CH:15]=[CH:14][CH:13]=[CH:12][C:11]=1[CH:16]1[CH2:21][CH2:20][CH2:19][NH:18][CH2:17]1.[CH:22]([C:24]1[CH:39]=[CH:38][C:27]([O:28][C:29]2[CH:37]=[CH:36][C:32]([C:33]([NH2:35])=[O:34])=[CH:31][N:30]=2)=[CH:26][CH:25]=1)=O.C(O[BH-](OC(=O)C)OC(=O)C)(=O)C.[Na+].C(O)(=O)C.